Dataset: Clinical trial toxicity outcomes and FDA approval status for drugs. Task: Regression/Classification. Given a drug SMILES string, predict its toxicity properties. Task type varies by dataset: regression for continuous values (e.g., LD50, hERG inhibition percentage) or binary classification for toxic/non-toxic outcomes (e.g., AMES mutagenicity, cardiotoxicity, hepatotoxicity). Dataset: clintox. The compound is [O-][Cl+3]([O-])([O-])O. The result is 0 (passed clinical trial).